Dataset: Reaction yield outcomes from USPTO patents with 853,638 reactions. Task: Predict the reaction yield, written as a fraction of the theoretical maximum amount of product (1.0 means a 100% yield; for example, 0.34 means a 34% yield). (1) The reactants are CN(CCN(C)C)C.[Li]CCCC.[C:14]([O:18][C:19](=[O:28])[NH:20][C:21]1[CH:22]=[N:23][C:24]([Cl:27])=[CH:25][CH:26]=1)([CH3:17])([CH3:16])[CH3:15].[I:29]I. The catalyst is C1COCC1. The product is [C:14]([O:18][C:19](=[O:28])[NH:20][C:21]1[CH:22]=[N:23][C:24]([Cl:27])=[CH:25][C:26]=1[I:29])([CH3:17])([CH3:15])[CH3:16]. The yield is 0.227. (2) The reactants are [Br:1][C:2]1[CH:11]=[C:10]2[C:5]([C:6](=[O:12])[CH:7]=[CH:8][O:9]2)=[CH:4][CH:3]=1.[H-].C([Al+]CC(C)C)C(C)C. The catalyst is C1COCC1. The product is [Br:1][C:2]1[CH:11]=[C:10]2[C:5]([C:6](=[O:12])[CH2:7][CH2:8][O:9]2)=[CH:4][CH:3]=1. The yield is 0.690. (3) The reactants are [Cl:1][C:2]1[CH:10]=[C:6]([C:7]([OH:9])=O)[C:5]([OH:11])=[CH:4][CH:3]=1.[CH3:12][C:13]([C:16]1[CH:17]=[C:18]([CH:20]=[C:21]([C:23]([CH3:26])([CH3:25])[CH3:24])[CH:22]=1)[NH2:19])([CH3:15])[CH3:14]. No catalyst specified. The product is [CH3:15][C:13]([C:16]1[CH:17]=[C:18]([NH:19][C:7](=[O:9])[C:6]2[CH:10]=[C:2]([Cl:1])[CH:3]=[CH:4][C:5]=2[OH:11])[CH:20]=[C:21]([C:23]([CH3:26])([CH3:25])[CH3:24])[CH:22]=1)([CH3:12])[CH3:14]. The yield is 0.341. (4) The reactants are [Cl:1][C:2]1[CH:10]=[C:6]([C:7]([OH:9])=O)[C:5]([OH:11])=[CH:4][CH:3]=1.[NH2:12][C:13]1[S:14][CH:15]=[C:16]([C:18]2[CH:23]=[C:22]([C:24]([F:27])([F:26])[F:25])[CH:21]=[C:20]([C:28]([F:31])([F:30])[F:29])[CH:19]=2)[N:17]=1.P(Cl)(Cl)Cl.ClC1C=CC=CC=1. The catalyst is O. The product is [Cl:1][C:2]1[CH:3]=[CH:4][C:5]([OH:11])=[C:6]([CH:10]=1)[C:7]([NH:12][C:13]1[S:14][CH:15]=[C:16]([C:18]2[CH:19]=[C:20]([C:28]([F:29])([F:30])[F:31])[CH:21]=[C:22]([C:24]([F:27])([F:25])[F:26])[CH:23]=2)[N:17]=1)=[O:9]. The yield is 0.235. (5) The reactants are [Br:1][C:2]1[CH:3]=[C:4]([NH:25][C:26](=[O:32])[CH2:27][C:28]([O:30]C)=[O:29])[CH:5]=[C:6]([Br:24])[C:7]=1[O:8][C:9]1[CH:17]=[CH:16][C:15]2[C:11](=[CH:12][N:13]([C:18]3[CH:23]=[CH:22][CH:21]=[CH:20][CH:19]=3)[N:14]=2)[CH:10]=1.[OH-].[Na+].Cl. The catalyst is O1CCOCC1. The product is [Br:1][C:2]1[CH:3]=[C:4]([NH:25][C:26](=[O:32])[CH2:27][C:28]([OH:30])=[O:29])[CH:5]=[C:6]([Br:24])[C:7]=1[O:8][C:9]1[CH:17]=[CH:16][C:15]2[C:11](=[CH:12][N:13]([C:18]3[CH:19]=[CH:20][CH:21]=[CH:22][CH:23]=3)[N:14]=2)[CH:10]=1. The yield is 0.400. (6) The reactants are [CH2:1]([O:8][C:9]1[C:10]2[N:11]([N:15]=[C:16]([NH2:18])[N:17]=2)[CH:12]=[CH:13][CH:14]=1)[C:2]1[CH:7]=[CH:6][CH:5]=[CH:4][CH:3]=1.I[C:20]1[CH:36]=[CH:35][C:23]([C:24]([N:26]([CH3:34])[CH:27]2[CH2:32][CH2:31][N:30]([CH3:33])[CH2:29][CH2:28]2)=[O:25])=[CH:22][CH:21]=1. The catalyst is O1CCOCC1. The product is [CH2:1]([O:8][C:9]1[CH:10]2[NH:17][C:16]([NH:18][C:20]3[CH:36]=[CH:35][C:23]([C:24]([N:26]([CH3:34])[CH:27]4[CH2:32][CH2:31][N:30]([CH3:33])[CH2:29][CH2:28]4)=[O:25])=[CH:22][CH:21]=3)=[N:15][N:11]2[CH:12]=[CH:13][CH:14]=1)[C:2]1[CH:7]=[CH:6][CH:5]=[CH:4][CH:3]=1. The yield is 0.180. (7) The reactants are [C:1]([Si:5]([C:24]1[CH:29]=[CH:28][CH:27]=[CH:26][CH:25]=1)([C:18]1[CH:23]=[CH:22][CH:21]=[CH:20][CH:19]=1)[O:6][CH2:7][CH2:8][C:9]1[CH:14]=[C:13]([Cl:15])[C:12]([OH:16])=[C:11]([Cl:17])[CH:10]=1)([CH3:4])([CH3:3])[CH3:2].N12CCN(CC1)CC2.[CH3:38][N:39]([CH3:43])[C:40](Cl)=[S:41]. The catalyst is CN(C)C=O.C(OCC)(=O)C. The product is [C:1]([Si:5]([C:24]1[CH:29]=[CH:28][CH:27]=[CH:26][CH:25]=1)([C:18]1[CH:19]=[CH:20][CH:21]=[CH:22][CH:23]=1)[O:6][CH2:7][CH2:8][C:9]1[CH:14]=[C:13]([Cl:15])[C:12]([O:16][C:40](=[S:41])[N:39]([CH3:43])[CH3:38])=[C:11]([Cl:17])[CH:10]=1)([CH3:4])([CH3:2])[CH3:3]. The yield is 0.900.